From a dataset of Full USPTO retrosynthesis dataset with 1.9M reactions from patents (1976-2016). Predict the reactants needed to synthesize the given product. (1) Given the product [CH3:1][C:2]1[CH:7]=[C:6]([CH3:8])[CH:5]=[C:4]2[C:3]=1[C:11](=[O:16])[C:10](=[O:14])[NH:9]2, predict the reactants needed to synthesize it. The reactants are: [CH3:1][C:2]1[CH:3]=[C:4]([NH:9][C:10](=[O:14])[CH:11]=NO)[CH:5]=[C:6]([CH3:8])[CH:7]=1.S(=O)(=O)(O)[OH:16]. (2) Given the product [C:1]([NH:5][C:6](=[O:35])[C:7]1[CH:12]=[CH:11][CH:10]=[C:9]([O:13][C:14]2[CH:19]=[CH:18][C:17]([NH:20][C:21]3[C:31]4[CH:30]=[C:29]([CH:32]=[N:37][O:38][CH2:39][CH2:40][S:41]([CH3:44])(=[O:43])=[O:42])[CH2:28][CH2:27][NH:26][C:25]=4[N:24]=[CH:23][N:22]=3)=[CH:16][C:15]=2[Cl:34])[CH:8]=1)([CH3:3])([CH3:4])[CH3:2], predict the reactants needed to synthesize it. The reactants are: [C:1]([NH:5][C:6](=[O:35])[C:7]1[CH:12]=[CH:11][CH:10]=[C:9]([O:13][C:14]2[CH:19]=[CH:18][C:17]([NH:20][C:21]3[C:31]4[CH:30]=[C:29]([CH:32]=O)[CH2:28][CH2:27][NH:26][C:25]=4[N:24]=[CH:23][N:22]=3)=[CH:16][C:15]=2[Cl:34])[CH:8]=1)([CH3:4])([CH3:3])[CH3:2].Cl.[NH2:37][O:38][CH2:39][CH2:40][S:41]([CH3:44])(=[O:43])=[O:42].C([O-])(=O)C.[Na+]. (3) Given the product [F:12][C:13]1[C:14]([C:22](=[O:33])[C:23]2[CH:28]=[CH:27][C:26]([O:29][CH:30]([CH3:31])[CH3:2])=[CH:25][CH:24]=2)=[C:15]([OH:21])[CH:16]=[C:17]([CH2:19][OH:20])[CH:18]=1, predict the reactants needed to synthesize it. The reactants are: O1CCOC[CH2:2]1.[Ca+2].C(=O)([O-])[O-].[F:12][C:13]1[C:14]([C:22](=[O:33])[C:23]2[CH:28]=[CH:27][C:26]([O:29][CH2:30][CH2:31]C)=[CH:25][CH:24]=2)=[C:15]([OH:21])[CH:16]=[C:17]([CH2:19][OH:20])[CH:18]=1. (4) Given the product [NH2:1][C:2](=[O:36])[C@@H:3]([NH:20][C:21]([C@@H:23]1[CH2:28][CH2:27][CH2:26][CH2:25][N:24]1[C:29]([O:31][C:32]([CH3:33])([CH3:35])[CH3:34])=[O:30])=[O:22])[CH2:4][C:5]1[CH:10]=[CH:9][C:8]([C:38]2[CH:43]=[N:42][C:41]([C:44]#[N:45])=[CH:40][CH:39]=2)=[CH:7][CH:6]=1, predict the reactants needed to synthesize it. The reactants are: [NH2:1][C:2](=[O:36])[C@@H:3]([NH:20][C:21]([C@@H:23]1[CH2:28][CH2:27][CH2:26][CH2:25][N:24]1[C:29]([O:31][C:32]([CH3:35])([CH3:34])[CH3:33])=[O:30])=[O:22])[CH2:4][C:5]1[CH:10]=[CH:9][C:8](B2OC(C)(C)C(C)(C)O2)=[CH:7][CH:6]=1.Br[C:38]1[CH:39]=[CH:40][C:41]([C:44]#[N:45])=[N:42][CH:43]=1.C(=O)([O-])[O-].[K+].[K+]. (5) Given the product [Cl:14][C:6]1[CH:5]=[C:4]([CH:15]([CH2:21][CH:22]([CH3:24])[CH3:23])[C:16]([O:18][CH2:19][CH3:20])=[O:17])[CH:3]=[C:2]([C:30]2[CH:31]=[CH:32][C:27]([C:26]([F:37])([F:36])[F:25])=[CH:28][CH:29]=2)[C:7]=1[O:8][CH2:9][C:10]([F:13])([F:12])[F:11], predict the reactants needed to synthesize it. The reactants are: Br[C:2]1[CH:3]=[C:4]([CH:15]([CH2:21][CH:22]([CH3:24])[CH3:23])[C:16]([O:18][CH2:19][CH3:20])=[O:17])[CH:5]=[C:6]([Cl:14])[C:7]=1[O:8][CH2:9][C:10]([F:13])([F:12])[F:11].[F:25][C:26]([F:37])([F:36])[C:27]1[CH:32]=[CH:31][C:30](B(O)O)=[CH:29][CH:28]=1.[F-].[Cs+]. (6) Given the product [CH3:20][O:19][C:12]1[CH:13]=[CH:14][CH:15]=[C:16]([O:17][CH3:18])[C:11]=1[CH:2]1[N:1]([CH2:30][C:29]2[CH:32]=[CH:33][CH:34]=[C:27]([C:22]3[CH:23]=[CH:24][CH:25]=[CH:26][N:21]=3)[CH:28]=2)[C:7](=[O:9])[CH2:6][CH2:5][CH2:4][CH2:3]1, predict the reactants needed to synthesize it. The reactants are: [NH2:1][CH:2]([C:11]1[C:16]([O:17][CH3:18])=[CH:15][CH:14]=[CH:13][C:12]=1[O:19][CH3:20])[CH2:3][CH2:4][CH2:5][CH2:6][C:7]([O:9]C)=O.[N:21]1[CH:26]=[CH:25][CH:24]=[CH:23][C:22]=1[C:27]1[CH:28]=[C:29]([CH:32]=[CH:33][CH:34]=1)[CH:30]=O. (7) Given the product [CH2:1]([C:3]1[C:4]([NH:21][CH:22]([CH2:25][CH3:26])[CH2:23][CH3:24])=[N:5][C:6]([CH2:19][CH3:20])=[C:7]([C:9]2[CH:14]=[CH:13][C:12]([OH:15])=[CH:11][C:10]=2[OH:17])[N:8]=1)[CH3:2], predict the reactants needed to synthesize it. The reactants are: [CH2:1]([C:3]1[C:4]([NH:21][CH:22]([CH2:25][CH3:26])[CH2:23][CH3:24])=[N:5][C:6]([CH2:19][CH3:20])=[C:7]([C:9]2[CH:14]=[CH:13][C:12]([O:15]C)=[CH:11][C:10]=2[O:17]C)[N:8]=1)[CH3:2].B(Br)(Br)Br. (8) Given the product [Cl:1][C:2]1[CH:7]=[CH:6][CH:5]=[CH:4][C:3]=1[C:8]1[C:16]2[C:11](=[CH:12][CH:13]=[CH:14][CH:15]=2)[NH:10][C:9]=1[C:17]([NH:19][N:20]=[CH:26][C:22]1[NH:21][CH:25]=[CH:24][N:23]=1)=[O:18], predict the reactants needed to synthesize it. The reactants are: [Cl:1][C:2]1[CH:7]=[CH:6][CH:5]=[CH:4][C:3]=1[C:8]1[C:16]2[C:11](=[CH:12][CH:13]=[CH:14][CH:15]=2)[NH:10][C:9]=1[C:17]([NH:19][NH2:20])=[O:18].[NH:21]1[CH:25]=[CH:24][N:23]=[C:22]1[CH:26]=O.